This data is from Catalyst prediction with 721,799 reactions and 888 catalyst types from USPTO. The task is: Predict which catalyst facilitates the given reaction. (1) Reactant: [C:1]([O:5][C:6]([N:8]1[C:12](=[O:13])[CH2:11][CH2:10][C@@H:9]1[C:14]([OH:16])=O)=[O:7])([CH3:4])([CH3:3])[CH3:2].ClC(OCC(C)C)=O.C(N(CC)CC)C.[NH:32]([C:34]([O:36][CH2:37][C:38]1[CH:43]=[CH:42][CH:41]=[CH:40][CH:39]=1)=[O:35])[NH2:33]. Product: [CH2:37]([O:36][C:34]([NH:32][NH:33][C:14]([C@H:9]1[CH2:10][CH2:11][C:12](=[O:13])[N:8]1[C:6]([O:5][C:1]([CH3:2])([CH3:3])[CH3:4])=[O:7])=[O:16])=[O:35])[C:38]1[CH:43]=[CH:42][CH:41]=[CH:40][CH:39]=1. The catalyst class is: 2. (2) Reactant: [NH2:1][C:2]1[S:3][CH:4]=[CH:5][N:6]=1.[CH3:7][C:8]1[CH:13]=[CH:12][CH:11]=[C:10]([CH3:14])[C:9]=1[N+:15]#[C-:16].[N:17]1[CH:22]=[CH:21][C:20]([CH:23]=O)=[CH:19][CH:18]=1. Product: [CH3:7][C:8]1[CH:13]=[CH:12][CH:11]=[C:10]([CH3:14])[C:9]=1[NH:15][C:16]1[N:6]2[C:2]([S:3][CH:4]=[CH:5]2)=[N:1][C:23]=1[C:20]1[CH:21]=[CH:22][N:17]=[CH:18][CH:19]=1. The catalyst class is: 519.